This data is from Forward reaction prediction with 1.9M reactions from USPTO patents (1976-2016). The task is: Predict the product of the given reaction. (1) Given the reactants [NH2:1][C:2]1[N:6]([C:7]2[CH:12]=[CH:11][C:10]([F:13])=[CH:9][CH:8]=2)[N:5]=[CH:4][C:3]=1[C:14](=[O:22])[C:15]1[CH:20]=[CH:19][CH:18]=[C:17](Br)[CH:16]=1.C([Sn](CCCC)(CCCC)[C:28]([O:30][CH2:31][CH3:32])=[CH2:29])CCC.Cl, predict the reaction product. The product is: [NH2:1][C:2]1[N:6]([C:7]2[CH:12]=[CH:11][C:10]([F:13])=[CH:9][CH:8]=2)[N:5]=[CH:4][C:3]=1[C:14](=[O:22])[C:15]1[CH:20]=[CH:19][CH:18]=[C:17]([C:28]([O:30][CH2:31][CH3:32])=[CH2:29])[CH:16]=1. (2) Given the reactants C[O:2][C:3]([C:5]1[CH:10]=[CH:9][N:8]=[C:7]2[CH:11]=[C:12]([CH2:14][O:15][C:16]3[CH:21]=[CH:20][C:19]([CH3:22])=[CH:18][CH:17]=3)[NH:13][C:6]=12)=[O:4], predict the reaction product. The product is: [CH3:22][C:19]1[CH:18]=[CH:17][C:16]([O:15][CH2:14][C:12]2[NH:13][C:6]3[C:7](=[N:8][CH:9]=[CH:10][C:5]=3[C:3]([OH:4])=[O:2])[CH:11]=2)=[CH:21][CH:20]=1. (3) Given the reactants [Br:1][C:2]1[CH:9]=[CH:8][C:5]([CH:6]=[O:7])=[CH:4][CH:3]=1.[I-].[CH3:11][S+](C)C.O.[OH-].[K+], predict the reaction product. The product is: [Br:1][C:2]1[CH:9]=[CH:8][C:5]([CH:6]2[CH2:11][O:7]2)=[CH:4][CH:3]=1.